From a dataset of Full USPTO retrosynthesis dataset with 1.9M reactions from patents (1976-2016). Predict the reactants needed to synthesize the given product. (1) The reactants are: [F:1][C:2]1[CH:20]=[C:19]([I:21])[CH:18]=[CH:17][C:3]=1[NH:4][C:5]1[C:6]([C:12]([O:14][CH2:15][CH3:16])=[O:13])=[CH:7][NH:8][C:9](=[O:11])[CH:10]=1.[H-].[Na+].[C:24]([O:28][C:29](=[O:32])[CH2:30]Br)([CH3:27])([CH3:26])[CH3:25]. Given the product [C:24]([O:28][C:29](=[O:32])[CH2:30][N:8]1[C:9](=[O:11])[CH:10]=[C:5]([NH:4][C:3]2[CH:17]=[CH:18][C:19]([I:21])=[CH:20][C:2]=2[F:1])[C:6]([C:12]([O:14][CH2:15][CH3:16])=[O:13])=[CH:7]1)([CH3:27])([CH3:26])[CH3:25], predict the reactants needed to synthesize it. (2) Given the product [F:1][C:2]1[CH:3]=[CH:4][C:5]([C:8]2([CH2:9][OH:10])[O:14][CH2:13][CH2:12][O:11]2)=[CH:6][CH:7]=1, predict the reactants needed to synthesize it. The reactants are: [F:1][C:2]1[CH:7]=[CH:6][C:5]([C:8](=[O:11])[CH2:9][OH:10])=[CH:4][CH:3]=1.[CH2:12](O)[CH2:13][OH:14].